This data is from Full USPTO retrosynthesis dataset with 1.9M reactions from patents (1976-2016). The task is: Predict the reactants needed to synthesize the given product. (1) Given the product [Cl:16][C:13]1[CH:14]=[CH:15][C:10]([O:9][CH2:8][CH2:7][CH2:6][N:5]([CH2:4][C:3]2[CH:34]=[CH:35][CH:36]=[C:37]([C:38]([F:40])([F:41])[F:39])[C:2]=2[Cl:1])[CH2:20][CH:21]([C:28]2[CH:33]=[CH:32][CH:31]=[CH:30][CH:29]=2)[C:22]2[CH:23]=[CH:24][CH:25]=[CH:26][CH:27]=2)=[CH:11][C:12]=1[NH2:17], predict the reactants needed to synthesize it. The reactants are: [Cl:1][C:2]1[C:37]([C:38]([F:41])([F:40])[F:39])=[CH:36][CH:35]=[CH:34][C:3]=1[CH2:4][N:5]([CH2:20][CH:21]([C:28]1[CH:33]=[CH:32][CH:31]=[CH:30][CH:29]=1)[C:22]1[CH:27]=[CH:26][CH:25]=[CH:24][CH:23]=1)[CH2:6][CH2:7][CH2:8][O:9][C:10]1[CH:15]=[CH:14][C:13]([Cl:16])=[C:12]([N+:17]([O-])=O)[CH:11]=1. (2) Given the product [CH2:8]([CH:3]1[CH2:4][O:5][CH2:6][CH2:7][N:2]1[OH:1])[C:9]1[CH:14]=[CH:13][CH:12]=[CH:11][CH:10]=1, predict the reactants needed to synthesize it. The reactants are: [OH:1][N:2]1[CH2:7][CH2:6][O:5][CH2:4][CH2:3]1.[CH2:8]([Mg]Cl)[C:9]1[CH:14]=[CH:13][CH:12]=[CH:11][CH:10]=1.[Cl-].[NH4+]. (3) Given the product [CH2:48]([C:40]1[N:39]([C:28]2[N:27]=[C:26]3[C:31]([N:32]=[C:24]([CH2:23][N:17]4[CH2:18][C@@H:19]5[CH2:22][C@H:16]4[CH2:21][N:20]5[C:5]([CH3:7])([CH3:6])[C:4]([O:3][CH2:1][CH3:2])=[O:9])[N:25]3[CH3:50])=[C:30]([N:33]3[CH2:34][CH2:35][O:36][CH2:37][CH2:38]3)[N:29]=2)[C:43]2[CH:44]=[CH:45][CH:46]=[CH:47][C:42]=2[N:41]=1)[CH3:49], predict the reactants needed to synthesize it. The reactants are: [CH2:1]([O:3][C:4](=[O:9])[C:5](Br)([CH3:7])[CH3:6])[CH3:2].C(=O)([O-])[O-].[K+].[K+].[C@H:16]12[CH2:22][C@H:19]([NH:20][CH2:21]1)[CH2:18][N:17]2[CH2:23][C:24]1[N:25]([CH3:50])[C:26]2[C:31]([N:32]=1)=[C:30]([N:33]1[CH2:38][CH2:37][O:36][CH2:35][CH2:34]1)[N:29]=[C:28]([N:39]1[C:43]3[CH:44]=[CH:45][CH:46]=[CH:47][C:42]=3[N:41]=[C:40]1[CH2:48][CH3:49])[N:27]=2.